Dataset: Blood-brain barrier permeability classification from the B3DB database. Task: Regression/Classification. Given a drug SMILES string, predict its absorption, distribution, metabolism, or excretion properties. Task type varies by dataset: regression for continuous measurements (e.g., permeability, clearance, half-life) or binary classification for categorical outcomes (e.g., BBB penetration, CYP inhibition). Dataset: b3db_classification. (1) The drug is COc1ccc2c3c1O[C@H]1[C@@H](O)C=C[C@H]4[C@@H](C2)N(C)CC[C@]314. The result is 1 (penetrates BBB). (2) The compound is Nc1ccc(S(=O)(=O)Nc2ccccn2)cc1. The result is 0 (does not penetrate BBB). (3) The molecule is CC(C)(C)c1nc(N2CCN(CCCSc3nccc(=O)[nH]3)CC2)cc(C(F)(F)F)n1. The result is 1 (penetrates BBB). (4) The compound is CCOC(=O)CC(O)CC(O)/C=C/C1=C(c2ccc(F)cc2)c2ccccc2OC12CCCC2. The result is 1 (penetrates BBB). (5) The compound is CC1(C)[C@H](NC(=O)/C(=N/OCC(=O)O)c2csc(N)n2)C(=O)N1OS(=O)(=O)O. The result is 0 (does not penetrate BBB). (6) The drug is CC(N)Cc1ccc(O)cc1. The result is 0 (does not penetrate BBB). (7) The drug is CCSc1ccc2c(c1)N(CCCN1CCN(C)CC1)c1ccccc1S2. The result is 1 (penetrates BBB). (8) The drug is CN1CCc2cc(Cl)c(O)cc2[C@@H](c2cccc3c2OCC3)C1. The result is 1 (penetrates BBB). (9) The result is 1 (penetrates BBB). The drug is CCC(C)(C)C(=O)O[C@H]1C[C@@H](C)C=C2C=C[C@H](C)[C@H](CC[C@@H]3C[C@@H](O)CC(=O)O3)[C@H]21. (10) The compound is CC(C)=CCN1CC[C@]2(C)c3cc(O)ccc3C[C@@H]1[C@@H]2C. The result is 1 (penetrates BBB).